From a dataset of Retrosynthesis with 50K atom-mapped reactions and 10 reaction types from USPTO. Predict the reactants needed to synthesize the given product. (1) Given the product CCCC(=O)Nc1cccc(C2CCN(CCCNC(=O)C(c3ccccc3)(c3ccccc3)c3ccccc3)CC2)c1, predict the reactants needed to synthesize it. The reactants are: CCCC(=O)Nc1cccc(C2CCN(CCCN)CC2)c1.O=C(O)C(c1ccccc1)(c1ccccc1)c1ccccc1. (2) Given the product C=C(CCCCC)C(=O)c1cccnc1, predict the reactants needed to synthesize it. The reactants are: C=O.CCCCCCC(=O)c1cccnc1. (3) Given the product O=C(CCC(=O)N1C[C@H](Cc2ccccc2)C[C@H]1C(=O)Nc1ccc(Oc2ccc(F)cc2)cc1)c1cccs1, predict the reactants needed to synthesize it. The reactants are: O=C(Nc1ccc(Oc2ccc(F)cc2)cc1)[C@@H]1C[C@@H](Cc2ccccc2)CN1.O=C(O)CCC(=O)c1cccs1. (4) The reactants are: CI.O=C(Nc1cccc(CN2CCCCC2)c1)C1=Cc2cc(-c3ccccc3)ccc2CC1. Given the product C[N+]1(Cc2cccc(NC(=O)C3=Cc4cc(-c5ccccc5)ccc4CC3)c2)CCCCC1, predict the reactants needed to synthesize it. (5) Given the product OCc1scc2c1OCCO2, predict the reactants needed to synthesize it. The reactants are: O=Cc1scc2c1OCCO2. (6) Given the product COc1ccc(Oc2ccc3c(c2)CC[C@H]2[C@@H]3CCCN2C(=O)c2ccc3[nH]cnc3c2)cc1, predict the reactants needed to synthesize it. The reactants are: COc1ccc(Oc2ccc3c(c2)CC[C@@H]2NCCC[C@H]32)cc1.O=C(O)c1ccc2[nH]cnc2c1. (7) The reactants are: CCOP(=O)(OCC)On1nnc2ccccc2c1=O.O=C(C(=O)N1CCN(C(=O)c2ccccc2)CC1)c1c[nH]c2c(Cl)ncc(F)c12. Given the product COc1ncc(F)c2c(C(=O)C(=O)N3CCN(C(=O)c4ccccc4)CC3)c[nH]c12, predict the reactants needed to synthesize it. (8) Given the product CCN(Cc1cc(C(F)(F)F)ccc1-c1cc(CC(=O)O)ccc1OC)C(=NCc1ccccc1)NC#N, predict the reactants needed to synthesize it. The reactants are: CCOC(=O)Cc1ccc(OC)c(-c2ccc(C(F)(F)F)cc2CN(CC)C(=NCc2ccccc2)NC#N)c1. (9) The reactants are: Cc1c[nH]c2ncnc(N3CCC(N(C)C(=O)OC(C)(C)C)CC3)c12. Given the product CNC1CCN(c2ncnc3[nH]cc(C)c23)CC1, predict the reactants needed to synthesize it. (10) Given the product Cc1cccc(C)c1NCC(N)=O, predict the reactants needed to synthesize it. The reactants are: COC(=O)CNc1c(C)cccc1C.N.